Dataset: Catalyst prediction with 721,799 reactions and 888 catalyst types from USPTO. Task: Predict which catalyst facilitates the given reaction. (1) Reactant: [Cl:1][C:2]1[CH:7]=[CH:6][C:5]([C:8]2[N:12](/[CH:13]=[CH:14]/[C:15]([F:18])([F:17])[F:16])[C:11](=[O:19])[N:10]([CH2:20][C:21](O)=[O:22])[N:9]=2)=[CH:4][CH:3]=1.Cl.[C:25](=[O:41])([O:27][CH2:28][CH:29]([NH2:40])[C:30]1[CH:35]=[CH:34][CH:33]=[C:32]([C:36]([F:39])([F:38])[F:37])[CH:31]=1)[NH2:26].C(Cl)CCl.C1C=CC2N(O)N=NC=2C=1.C(N(CC)C(C)C)(C)C.Cl. Product: [C:25](=[O:41])([O:27][CH2:28][CH:29]([NH:40][C:21](=[O:22])[CH2:20][N:10]1[C:11](=[O:19])[N:12](/[CH:13]=[CH:14]/[C:15]([F:18])([F:17])[F:16])[C:8]([C:5]2[CH:4]=[CH:3][C:2]([Cl:1])=[CH:7][CH:6]=2)=[N:9]1)[C:30]1[CH:35]=[CH:34][CH:33]=[C:32]([C:36]([F:39])([F:37])[F:38])[CH:31]=1)[NH2:26]. The catalyst class is: 3. (2) Reactant: [Br:1][C:2]1[CH:3]=[C:4]2[C:9](=[CH:10][CH:11]=1)[NH:8][C:7](=[O:12])[CH2:6][CH2:5]2.[N+:13]([O-])([OH:15])=[O:14]. Product: [Br:1][C:2]1[CH:3]=[C:4]2[C:9](=[C:10]([N+:13]([O-:15])=[O:14])[CH:11]=1)[NH:8][C:7](=[O:12])[CH2:6][CH2:5]2. The catalyst class is: 65. (3) Reactant: [CH3:1][C:2]1[CH:28]=[C:27]([CH3:29])[CH:26]=[CH:25][C:3]=1[CH2:4][N:5]1[C:13]([C:14]2[CH:19]=[CH:18][C:17]([F:20])=[CH:16][CH:15]=2)=[C:12]2[C:7]([C:8]([C:21](OC)=[O:22])=[CH:9][CH:10]=[CH:11]2)=[N:6]1.[Al].[Li].[H-].[OH-].[Na+].[O-]S([O-])(=O)=O.[Na+].[Na+]. Product: [CH3:1][C:2]1[CH:28]=[C:27]([CH3:29])[CH:26]=[CH:25][C:3]=1[CH2:4][N:5]1[C:13]([C:14]2[CH:15]=[CH:16][C:17]([F:20])=[CH:18][CH:19]=2)=[C:12]2[C:7]([C:8]([CH2:21][OH:22])=[CH:9][CH:10]=[CH:11]2)=[N:6]1. The catalyst class is: 20. (4) Reactant: C[O:2][C:3](=[O:39])[CH2:4][CH2:5][NH:6][C:7]([C:9]1[C:10]([OH:38])=[C:11]2[C:16](=[C:17]([C:19]3[N:20]=[CH:21][S:22][CH:23]=3)[N:18]=1)[N:15]([CH2:24][C:25]1[CH:30]=[CH:29][CH:28]=[CH:27][CH:26]=1)[C:14](=[O:31])[C:13]([C:32]1[CH:37]=[CH:36][CH:35]=[CH:34][CH:33]=1)=[CH:12]2)=[O:8].[OH-].[Na+].CO.C1COCC1. Product: [CH2:24]([N:15]1[C:16]2[C:11](=[C:10]([OH:38])[C:9]([C:7]([NH:6][CH2:5][CH2:4][C:3]([OH:39])=[O:2])=[O:8])=[N:18][C:17]=2[C:19]2[N:20]=[CH:21][S:22][CH:23]=2)[CH:12]=[C:13]([C:32]2[CH:37]=[CH:36][CH:35]=[CH:34][CH:33]=2)[C:14]1=[O:31])[C:25]1[CH:30]=[CH:29][CH:28]=[CH:27][CH:26]=1. The catalyst class is: 250. (5) Reactant: [F:1][C:2]([F:21])([F:20])[S:3]([O:6][C:7]1[C:12](C=O)=[C:11]([CH3:15])[N:10]=[C:9]2[N:16]([CH3:19])[CH2:17][CH2:18][C:8]=12)(=[O:5])=[O:4].OO.[C:24]([O-])([OH:26])=[O:25].[Na+]. Product: [CH:24]([O:26][C:12]1[C:7]([O:6][S:3]([C:2]([F:21])([F:1])[F:20])(=[O:5])=[O:4])=[C:8]2[CH2:18][CH2:17][N:16]([CH3:19])[C:9]2=[N:10][C:11]=1[CH3:15])=[O:25]. The catalyst class is: 4. (6) The catalyst class is: 213. Product: [N:1]1[CH:6]=[CH:5][CH:4]=[N:3][C:2]=1[C:7]1[CH:15]=[CH:14][C:10]([C:11]([Cl:19])=[O:12])=[CH:9][CH:8]=1. Reactant: [N:1]1[CH:6]=[CH:5][CH:4]=[N:3][C:2]=1[C:7]1[CH:15]=[CH:14][C:10]([C:11](O)=[O:12])=[CH:9][CH:8]=1.C(Cl)(=O)C([Cl:19])=O.ClCCl. (7) Reactant: [Cl:1][C:2]1[CH:7]=[CH:6][C:5]([S:8]([N:11]2[C@H:15]([CH2:16][O:17][Si](C)(C)C)[CH2:14][CH2:13][C@@H:12]2[C:22]2[CH:27]=[CH:26][CH:25]=[CH:24][CH:23]=2)(=[O:10])=[O:9])=[CH:4][CH:3]=1.C([O-])([O-])=O.[K+].[K+]. Product: [Cl:1][C:2]1[CH:3]=[CH:4][C:5]([S:8]([N:11]2[C@H:12]([C:22]3[CH:23]=[CH:24][CH:25]=[CH:26][CH:27]=3)[CH2:13][CH2:14][C@@H:15]2[CH2:16][OH:17])(=[O:9])=[O:10])=[CH:6][CH:7]=1. The catalyst class is: 5.